From a dataset of Full USPTO retrosynthesis dataset with 1.9M reactions from patents (1976-2016). Predict the reactants needed to synthesize the given product. (1) Given the product [CH:34]1([C:33]2[C:14]([N:9]([C:5]3[CH:4]=[C:3]([F:37])[C:2]([B:43]([OH:47])[OH:44])=[C:7]([F:8])[CH:6]=3)[S:10]([CH3:13])(=[O:11])=[O:12])=[CH:15][C:16]3[O:20][C:19]([C:21]4[CH:26]=[CH:25][C:24]([F:27])=[CH:23][CH:22]=4)=[C:18]([C:28](=[O:29])[NH:30][CH3:31])[C:17]=3[CH:32]=2)[CH2:36][CH2:35]1, predict the reactants needed to synthesize it. The reactants are: Br[C:2]1[C:7]([F:8])=[CH:6][C:5]([N:9]([C:14]2[C:33]([CH:34]3[CH2:36][CH2:35]3)=[CH:32][C:17]3[C:18]([C:28]([NH:30][CH3:31])=[O:29])=[C:19]([C:21]4[CH:26]=[CH:25][C:24]([F:27])=[CH:23][CH:22]=4)[O:20][C:16]=3[CH:15]=2)[S:10]([CH3:13])(=[O:12])=[O:11])=[CH:4][C:3]=1[F:37].C([O-])(=O)C.[K+].[B:43]1(B2OC(C)(C)C(C)(C)O2)[O:47]C(C)(C)C(C)(C)[O:44]1. (2) Given the product [CH3:1][O:2][C:3](=[O:31])[CH2:4][O:5][C:6]1[CH:15]=[CH:14][C:13]([F:16])=[C:12]2[C:7]=1[C:8]([CH3:30])=[C:9]([CH2:18][C:19]1[CH:24]=[CH:23][C:22]([N:25]3[CH:29]=[CH:28][CH:27]=[N:26]3)=[CH:21][CH:20]=1)[C:10]([O:17][CH:33]([F:35])[F:34])=[N:11]2, predict the reactants needed to synthesize it. The reactants are: [CH3:1][O:2][C:3](=[O:31])[CH2:4][O:5][C:6]1[CH:15]=[CH:14][C:13]([F:16])=[C:12]2[C:7]=1[C:8]([CH3:30])=[C:9]([CH2:18][C:19]1[CH:24]=[CH:23][C:22]([N:25]3[CH:29]=[CH:28][CH:27]=[N:26]3)=[CH:21][CH:20]=1)[C:10](=[O:17])[NH:11]2.Cl[CH:33]([F:35])[F:34]. (3) Given the product [O:37]=[C:9]1[NH:8][C:7]2[CH:15]=[C:3]([C:2]#[N:1])[CH:4]=[CH:5][C:6]=2[S:10]1, predict the reactants needed to synthesize it. The reactants are: [NH2:1][CH2:2][C:3]1[CH:4]=[CH:5][C:6]2[S:10][C:9](CC(C)C)=[N:8][C:7]=2[CH:15]=1.[H-].[Al+3].[Li+].[H-].[H-].[H-].C(C1SC2C=CC(C#N)=CC=2N=1)C(C)C.[OH-:37].[Na+]. (4) Given the product [C:48]([NH:52][C:21]([C:20]1[CH:24]=[CH:25][CH:26]=[C:18]([C:6]2[C:5]3[C:9](=[CH:10][CH:11]=[CH:3][CH:4]=3)[N:8]([CH:12]3[CH2:17][CH2:16][CH:15]([C:31]#[N:33])[CH2:14][O:13]3)[N:7]=2)[CH:19]=1)=[O:22])([CH3:51])([CH3:50])[CH3:49], predict the reactants needed to synthesize it. The reactants are: C([C:3]1[CH:4]=[C:5]2[C:9](=[CH:10][CH:11]=1)[N:8]([CH:12]1[CH2:17][CH2:16][CH2:15][CH2:14][O:13]1)[N:7]=[C:6]2[C:18]1[CH:19]=[C:20]([CH:24]=[CH:25][CH:26]=1)[C:21](O)=[O:22])#N.C1C=CC2N(O)N=[N:33][C:31]=2C=1.CCN=C=NCCCN(C)C.[C:48]([NH2:52])([CH3:51])([CH3:50])[CH3:49].